Dataset: Reaction yield outcomes from USPTO patents with 853,638 reactions. Task: Predict the reaction yield, written as a fraction of the theoretical maximum amount of product (1.0 means a 100% yield; for example, 0.34 means a 34% yield). (1) The reactants are [CH3:1][O:2][C:3]([C:5]1[C:13]2[O:12][C:11](Cl)=[N:10][C:9]=2[CH:8]=[CH:7][CH:6]=1)=[O:4].[NH2:15][CH:16]1[CH2:21][CH2:20][N:19]([C:22]([O:24][CH2:25][CH3:26])=[O:23])[CH2:18][CH2:17]1. The catalyst is C(#N)C. The product is [CH3:1][O:2][C:3]([C:5]1[C:13]2[O:12][C:11]([NH:15][CH:16]3[CH2:17][CH2:18][N:19]([C:22]([O:24][CH2:25][CH3:26])=[O:23])[CH2:20][CH2:21]3)=[N:10][C:9]=2[CH:8]=[CH:7][CH:6]=1)=[O:4]. The yield is 0.950. (2) The reactants are F[C:2]1[CH:7]=[CH:6][CH:5]=[CH:4][C:3]=1[C@H:8]([NH:12][P:13]([C:21]1[CH:26]=[CH:25][CH:24]=[CH:23][CH:22]=1)([C:15]1[CH:20]=[CH:19][CH:18]=[CH:17][CH:16]=1)=[O:14])[CH2:9][CH:10]=[CH2:11].[CH2:27](B1OC(C)(C)C(C)(C)O1)C=C. No catalyst specified. The product is [CH3:27][C:10](=[CH2:11])[CH2:9][C@@H:8]([NH:12][P:13]([C:15]1[CH:16]=[CH:17][CH:18]=[CH:19][CH:20]=1)([C:21]1[CH:26]=[CH:25][CH:24]=[CH:23][CH:22]=1)=[O:14])[C:3]1[CH:4]=[CH:5][CH:6]=[CH:7][CH:2]=1. The yield is 0.950. (3) The reactants are [C:1]([O:5][C:6]([NH:8][C@H:9]([CH2:29][C:30]1[CH:35]=[C:34]([F:36])[C:33]([F:37])=[CH:32][C:31]=1[F:38])[CH2:10][C:11]([N:13]1[CH2:18][CH2:17][N:16]2[C:19]([C:25]([F:28])([F:27])[F:26])=[N:20][C:21]([C:22]([OH:24])=[O:23])=[C:15]2[CH2:14]1)=[O:12])=[O:7])([CH3:4])([CH3:3])[CH3:2].[C:39](=[O:51])([O:44][CH:45]1[CH2:50][CH2:49][CH2:48][CH2:47][CH2:46]1)[O:40][CH:41](Cl)[CH3:42].[I-].[K+].C(=O)([O-])[O-].[K+].[K+]. The catalyst is CN(C)C=O. The product is [CH:45]1([O:44][C:39]([O:40][CH2:41][CH2:42][O:23][C:22]([C:21]2[N:20]=[C:19]([C:25]([F:27])([F:28])[F:26])[N:16]3[CH2:17][CH2:18][N:13]([C:11](=[O:12])[CH2:10][C@H:9]([NH:8][C:6]([O:5][C:1]([CH3:4])([CH3:2])[CH3:3])=[O:7])[CH2:29][C:30]4[CH:35]=[C:34]([F:36])[C:33]([F:37])=[CH:32][C:31]=4[F:38])[CH2:14][C:15]=23)=[O:24])=[O:51])[CH2:50][CH2:49][CH2:48][CH2:47][CH2:46]1. The yield is 0.694. (4) The reactants are [Na].[F:2][C:3]([F:11])([C:7]([F:10])([F:9])[F:8])[CH2:4][CH2:5][OH:6].Cl[C:13]1[CH:18]=[C:17]([CH3:19])[N:16]=[C:15]([NH:20][C:21]2[CH:26]=[CH:25][C:24]([N:27]3[CH:31]=[C:30]([CH3:32])[N:29]=[CH:28]3)=[C:23]([O:33][CH3:34])[CH:22]=2)[N:14]=1.Cl. No catalyst specified. The product is [CH3:34][O:33][C:23]1[CH:22]=[C:21]([NH:20][C:15]2[N:16]=[C:17]([CH3:19])[CH:18]=[C:13]([O:6][CH2:5][CH2:4][C:3]([F:11])([F:2])[C:7]([F:10])([F:9])[F:8])[N:14]=2)[CH:26]=[CH:25][C:24]=1[N:27]1[CH:31]=[C:30]([CH3:32])[N:29]=[CH:28]1. The yield is 0.640. (5) The reactants are [C:1]([O:5][C:6]([N:8]1[C:12]2[CH:13]=[CH:14][C:15](Br)=[C:16]([CH2:17][CH2:18][CH2:19][NH2:20])[C:11]=2[O:10][CH:9]1[CH2:22][CH3:23])=[O:7])([CH3:4])([CH3:3])[CH3:2].[CH:24]([Sn](CCCC)(CCCC)CCCC)=[CH2:25]. The catalyst is C1(C)C=CC=CC=1.C1C=CC([P]([Pd]([P](C2C=CC=CC=2)(C2C=CC=CC=2)C2C=CC=CC=2)([P](C2C=CC=CC=2)(C2C=CC=CC=2)C2C=CC=CC=2)[P](C2C=CC=CC=2)(C2C=CC=CC=2)C2C=CC=CC=2)(C2C=CC=CC=2)C2C=CC=CC=2)=CC=1. The product is [C:1]([O:5][C:6]([N:8]1[C:12]2[CH:13]=[CH:14][C:15]([CH:24]=[CH2:25])=[C:16]([CH2:17][CH2:18][CH2:19][NH2:20])[C:11]=2[O:10][CH:9]1[CH2:22][CH3:23])=[O:7])([CH3:4])([CH3:3])[CH3:2]. The yield is 0.530.